From a dataset of Forward reaction prediction with 1.9M reactions from USPTO patents (1976-2016). Predict the product of the given reaction. (1) Given the reactants [H-].[H-].[H-].[H-].[Li+].[Al+3].[Cl:7][C:8]1[CH:9]=[C:10]([CH:15]=[C:16]([Cl:35])[C:17]=1[O:18][C:19]1[CH:24]=[CH:23][C:22]([O:25][CH3:26])=[C:21]([CH2:27][C:28]2[CH:33]=[CH:32][C:31]([F:34])=[CH:30][CH:29]=2)[CH:20]=1)[C:11](OC)=[O:12], predict the reaction product. The product is: [Cl:7][C:8]1[CH:9]=[C:10]([CH:15]=[C:16]([Cl:35])[C:17]=1[O:18][C:19]1[CH:24]=[CH:23][C:22]([O:25][CH3:26])=[C:21]([CH2:27][C:28]2[CH:33]=[CH:32][C:31]([F:34])=[CH:30][CH:29]=2)[CH:20]=1)[CH2:11][OH:12]. (2) Given the reactants [F:1][C:2]1[CH:10]=[C:9]([F:11])[CH:8]=C2[C:3]=1/[C:4](=[CH:13]/[C:14]1[N:18]([CH3:19])[N:17]=[CH:16][N:15]=1)/[O:5]C2=O.C[CH2:21][O:22][C:23]([CH3:25])=[O:24], predict the reaction product. The product is: [F:1][C:2]1[C:3]([C:4](=[O:5])[CH2:13][C:14]2[N:18]([CH3:19])[N:17]=[CH:16][N:15]=2)=[C:25]([CH:8]=[C:9]([F:11])[CH:10]=1)[C:23]([O:22][CH3:21])=[O:24]. (3) Given the reactants [CH3:1][O:2][C:3]1[C:4]([N+:23]([O-:25])=[O:24])=[C:5]([NH:9][CH2:10][C@@H:11]2[CH2:15][CH2:14][N:13](C(OC(C)(C)C)=O)[CH2:12]2)[CH:6]=[CH:7][CH:8]=1.[ClH:26].CO, predict the reaction product. The product is: [ClH:26].[CH3:1][O:2][C:3]1[C:4]([N+:23]([O-:25])=[O:24])=[C:5]([CH:6]=[CH:7][CH:8]=1)[NH:9][CH2:10][C@@H:11]1[CH2:15][CH2:14][NH:13][CH2:12]1. (4) Given the reactants [CH3:1][N:2]([CH3:18])[S:3]([C:6]1[CH:7]=[CH:8][C:9]2[N:10]([N:12]=[CH:13][C:14]=2[C:15](Cl)=[O:16])[CH:11]=1)(=[O:5])=[O:4].[NH2:19][C:20]1[CH:21]=[C:22]([CH:36]=[CH:37][C:38]=1[CH3:39])[C:23]([NH:25][C:26]1[CH:31]=[CH:30][CH:29]=[C:28]([C:32]([F:35])([F:34])[F:33])[CH:27]=1)=[O:24], predict the reaction product. The product is: [CH3:39][C:38]1[CH:37]=[CH:36][C:22]([C:23](=[O:24])[NH:25][C:26]2[CH:31]=[CH:30][CH:29]=[C:28]([C:32]([F:33])([F:34])[F:35])[CH:27]=2)=[CH:21][C:20]=1[NH:19][C:15]([C:14]1[CH:13]=[N:12][N:10]2[CH:11]=[C:6]([S:3](=[O:5])(=[O:4])[N:2]([CH3:18])[CH3:1])[CH:7]=[CH:8][C:9]=12)=[O:16]. (5) The product is: [CH2:46]([NH:47][C:12]([CH:8]1[CH2:7][C:6](=[O:15])[C:5]2[C:10](=[CH:11][C:2]([OH:1])=[CH:3][CH:4]=2)[O:9]1)=[O:14])[C:40]1[CH:45]=[CH:44][CH:43]=[CH:42][CH:41]=1. Given the reactants [OH:1][C:2]1[CH:11]=[C:10]2[C:5]([C:6](=[O:15])[CH2:7][CH:8]([C:12]([OH:14])=O)[O:9]2)=[CH:4][CH:3]=1.CN(C(ON1N=NC2C=CC=NC1=2)=[N+](C)C)C.F[P-](F)(F)(F)(F)F.[C:40]1([CH2:46][NH2:47])[CH:45]=[CH:44][CH:43]=[CH:42][CH:41]=1.CCN(C(C)C)C(C)C, predict the reaction product. (6) Given the reactants [Na].[CH3:2][CH:3]([C:9](OCC)=O)[C:4]([O:6]CC)=[O:5].[CH3:14][C:15]1[CH:22]=[CH:21][C:18](CBr)=[CH:17][CH:16]=1.[OH-].[K+], predict the reaction product. The product is: [CH3:14][C:15]1[CH:22]=[CH:21][C:18]([CH2:9][CH:3]([CH3:2])[C:4]([OH:6])=[O:5])=[CH:17][CH:16]=1.[C:4](=[O:6])=[O:5]. (7) Given the reactants [OH:1][CH:2]([C:6]1[CH:11]=[CH:10][C:9]([C:12]2[N:16]=[C:15]([C:17]3[O:21][N:20]=[C:19]([C:22]4[CH:27]=[CH:26][CH:25]=[CH:24][CH:23]=4)[C:18]=3[C:28]([F:31])([F:30])[F:29])[O:14][N:13]=2)=[CH:8][CH:7]=1)[C:3](O)=[O:4].[NH2:32][CH2:33][C:34]1[NH:38][N:37]=[C:36]([C:39]([O:41][CH2:42][CH3:43])=[O:40])[N:35]=1.C(O)(C(F)(F)F)=O.CN1CCOCC1.CN(C(ON1N=NC2C=CC=NC1=2)=[N+](C)C)C.F[P-](F)(F)(F)(F)F, predict the reaction product. The product is: [OH:1][CH:2]([C:6]1[CH:7]=[CH:8][C:9]([C:12]2[N:16]=[C:15]([C:17]3[O:21][N:20]=[C:19]([C:22]4[CH:27]=[CH:26][CH:25]=[CH:24][CH:23]=4)[C:18]=3[C:28]([F:30])([F:29])[F:31])[O:14][N:13]=2)=[CH:10][CH:11]=1)[C:3]([NH:32][CH2:33][C:34]1[NH:38][N:37]=[C:36]([C:39]([O:41][CH2:42][CH3:43])=[O:40])[N:35]=1)=[O:4]. (8) Given the reactants [NH2:1][CH2:2][CH2:3][CH2:4][Si:5]([O:10][CH3:11])([O:8][CH3:9])[O:6][CH3:7].Cl[CH2:13][CH2:14][CH2:15][Si:16]([O:21][CH3:22])([O:19][CH3:20])[O:17][CH3:18].C(N)CN, predict the reaction product. The product is: [CH3:9][O:8][Si:5]([O:10][CH3:11])([O:6][CH3:7])[CH2:4][CH2:3][CH2:2][NH:1][CH2:13][CH2:14][CH2:15][Si:16]([O:21][CH3:22])([O:19][CH3:20])[O:17][CH3:18]. (9) Given the reactants NC1C(C(NC)=O)=NC(C2C(C)=NN(CCCO)C=2)=CC=1.[NH2:22][C:23]1[C:24]([C:46]([NH:48][CH3:49])=[O:47])=[N:25][C:26]([C:29]2[CH:30]=[N:31][N:32]([CH2:35][CH2:36][CH2:37][O:38]CC3C=CC=CC=3)[C:33]=2[CH3:34])=[CH:27][CH:28]=1, predict the reaction product. The product is: [NH2:22][C:23]1[C:24]([C:46]([NH:48][CH3:49])=[O:47])=[N:25][C:26]([C:29]2[CH:30]=[N:31][N:32]([CH2:35][CH2:36][CH2:37][OH:38])[C:33]=2[CH3:34])=[CH:27][CH:28]=1.